This data is from Reaction yield outcomes from USPTO patents with 853,638 reactions. The task is: Predict the reaction yield, written as a fraction of the theoretical maximum amount of product (1.0 means a 100% yield; for example, 0.34 means a 34% yield). (1) The reactants are [Na].[Br:2][C:3]1[C:4]([CH3:10])=[CH:5][C:6](F)=[N:7][CH:8]=1.[CH3:11][OH:12]. No catalyst specified. The product is [Br:2][C:3]1[C:4]([CH3:10])=[CH:5][C:6]([O:12][CH3:11])=[N:7][CH:8]=1. The yield is 0.860. (2) The reactants are CC1C=CC(S(O[CH2:12][CH:13]2[CH2:17][C:16]3[CH:18]=[CH:19][CH:20]=[C:21](Br)[C:15]=3[O:14]2)(=O)=O)=CC=1.[CH:23]([C:26]1[CH:31]=[CH:30][CH:29]=[CH:28][C:27]=1B1OC(C)(C)C(C)(C)O1)([CH3:25])[CH3:24].C(=O)([O-])[O-].[K+].[K+].CC1C=CC(S(OCC2CC3C(C4C=CC=CC=4)=CC=CC=3O2)(=O)=O)=CC=1.CC1C=CC(S(OCC2CC3C=CC=C(C4C=CC=CC=4C(C)C)C=3O2)(=O)=O)=CC=1.S(C1C=CC(C)=CC=1)([O-])(=O)=O.[N-:115]=[N+]=[N-].[Na+].N(CC1CC2C=C(Cl)C=C(C3C=CSC=3)C=2O1)=[N+]=[N-].N(CC1CC2C=CC=C(C3C=CC=CC=3C(C)C)C=2O1)=[N+]=[N-].[N-]=[N+]=[N-]. The catalyst is [Pd].CC1C=CC=CC=1[P](C1C=CC=CC=1C)([Pd](Cl)(Cl)[P](C1=C(C)C=CC=C1)(C1C=CC=CC=1C)C1C=CC=CC=1C)C1C=CC=CC=1C. The product is [CH:23]([C:26]1[CH:31]=[CH:30][CH:29]=[CH:28][C:27]=1[C:21]1[C:15]2[O:14][CH:13]([CH2:12][NH2:115])[CH2:17][C:16]=2[CH:18]=[CH:19][CH:20]=1)([CH3:25])[CH3:24]. The yield is 0.560. (3) The reactants are [C:1]([N:4]1[CH2:9][CH:8]=[C:7]([C:10]2[C:18]3[S:17][C:16]([NH:19][C:20](=[O:28])[C:21]4[CH:26]=[CH:25][C:24]([F:27])=[CH:23][CH:22]=4)=[N:15][C:14]=3[C:13]([O:29][CH3:30])=[CH:12][CH:11]=2)[CH2:6][CH2:5]1)(=[O:3])[CH3:2]. The catalyst is CO.[Pd]. The product is [C:1]([N:4]1[CH2:9][CH2:8][CH:7]([C:10]2[C:18]3[S:17][C:16]([NH:19][C:20](=[O:28])[C:21]4[CH:22]=[CH:23][C:24]([F:27])=[CH:25][CH:26]=4)=[N:15][C:14]=3[C:13]([O:29][CH3:30])=[CH:12][CH:11]=2)[CH2:6][CH2:5]1)(=[O:3])[CH3:2]. The yield is 0.520. (4) The catalyst is C(O)C. The product is [C:3]([O:7][C:8]([N:10]1[CH2:15][CH2:14][C:13]([C:18]2[CH:23]=[CH:22][C:21]([Cl:24])=[CH:20][CH:19]=2)([CH2:16][NH:2][CH3:1])[CH2:12][CH2:11]1)=[O:9])([CH3:6])([CH3:5])[CH3:4]. The yield is 0.680. The reactants are [CH3:1][NH2:2].[C:3]([O:7][C:8]([N:10]1[CH2:15][CH2:14][C:13]([C:18]2[CH:23]=[CH:22][C:21]([Cl:24])=[CH:20][CH:19]=2)([CH:16]=O)[CH2:12][CH2:11]1)=[O:9])([CH3:6])([CH3:5])[CH3:4].[BH4-].[Na+]. (5) The reactants are [CH2:1]([N:3]1[C@@H:8]([CH3:9])[C:7](=[O:10])[NH:6][C:5]2[CH:11]=[C:12]([C:15](OC)=[O:16])[CH:13]=[N:14][C:4]1=2)[CH3:2].[H-].[Na+].[H-].[H-].[H-].[H-].[Li+].[Al+3]. The catalyst is C1COCC1. The product is [CH2:1]([N:3]1[C@@H:8]([CH3:9])[C:7](=[O:10])[NH:6][C:5]2[CH:11]=[C:12]([CH2:15][OH:16])[CH:13]=[N:14][C:4]1=2)[CH3:2]. The yield is 0.780. (6) The reactants are [OH:1][CH2:2][C@@H:3]1[CH2:5][C@H:4]1[CH2:6][C:7]([OH:9])=[O:8].[CH2:10](Br)[C:11]1[CH:16]=[CH:15][CH:14]=[CH:13][CH:12]=1.C(=O)([O-])[O-].[K+].[K+].CN(C=O)C. The catalyst is O. The product is [OH:1][CH2:2][C@@H:3]1[CH2:5][C@H:4]1[CH2:6][C:7]([O:9][CH2:10][C:11]1[CH:16]=[CH:15][CH:14]=[CH:13][CH:12]=1)=[O:8]. The yield is 0.520. (7) The reactants are [F:1][C:2]1[CH:7]=[CH:6][C:5]([B:8]2[O:12][C:11]([CH3:14])([CH3:13])[C:10]([CH3:16])([CH3:15])[O:9]2)=[CH:4][C:3]=1[NH:17][C:18]([C:20]1[S:24][C:23]2[CH2:25][C:26]([CH3:30])([CH3:29])[C:27](=[O:28])[C:22]=2[CH:21]=1)=[O:19].C(O)C.[BH4-].[Na+]. The catalyst is C(O)(=O)C. The product is [F:1][C:2]1[CH:7]=[CH:6][C:5]([B:8]2[O:12][C:11]([CH3:14])([CH3:13])[C:10]([CH3:15])([CH3:16])[O:9]2)=[CH:4][C:3]=1[NH:17][C:18]([C:20]1[S:24][C:23]2[CH2:25][C:26]([CH3:30])([CH3:29])[CH:27]([OH:28])[C:22]=2[CH:21]=1)=[O:19]. The yield is 1.00. (8) The catalyst is COCCOC.O.Cl[Pd](Cl)([P](C1C=CC=CC=1)(C1C=CC=CC=1)C1C=CC=CC=1)[P](C1C=CC=CC=1)(C1C=CC=CC=1)C1C=CC=CC=1. The product is [F:12][C:3]1[CH:4]=[C:5]([N+:9]([O-:11])=[O:10])[C:6]([F:8])=[CH:7][C:2]=1[C:18]1[CH:17]=[CH:16][C:15]([O:14][CH3:13])=[N:20][CH:19]=1. The reactants are Br[C:2]1[CH:7]=[C:6]([F:8])[C:5]([N+:9]([O-:11])=[O:10])=[CH:4][C:3]=1[F:12].[CH3:13][O:14][C:15]1[N:20]=[CH:19][C:18](B(O)O)=[CH:17][CH:16]=1.C(=O)([O-])[O-].[Na+].[Na+].CCOC(C)=O. The yield is 0.920. (9) The reactants are [C:1]1([CH3:16])[CH:6]=[C:5]([CH3:7])[CH:4]=[C:3]([CH3:8])[C:2]=1[NH:9][CH:10]1[CH2:15][CH2:14][NH:13][CH2:12][CH2:11]1.Br[CH2:18][CH2:19][C:20]1([CH2:26][C:27]([O:29][CH3:30])=[O:28])[CH2:25][CH2:24][CH2:23][CH2:22][CH2:21]1.C(=O)([O-])[O-].[K+].[K+].C(Cl)(Cl)Cl. The catalyst is CN(C)C=O. The product is [C:3]1([CH3:8])[CH:4]=[C:5]([CH3:7])[CH:6]=[C:1]([CH3:16])[C:2]=1[NH:9][CH:10]1[CH2:15][CH2:14][N:13]([CH2:18][CH2:19][C:20]2([CH2:26][C:27]([O:29][CH3:30])=[O:28])[CH2:25][CH2:24][CH2:23][CH2:22][CH2:21]2)[CH2:12][CH2:11]1. The yield is 0.530. (10) The reactants are [N+:1]([C:4]1[CH:5]=[C:6]2[C:11](=[CH:12][CH:13]=1)[NH:10][C:9](=[O:14])[CH2:8][CH2:7]2)([O-:3])=[O:2].C1C(=O)N(Br)C(=O)C1.C(OOC(=O)C1C=CC=CC=1)(=O)C1C=CC=CC=1. The catalyst is C(Cl)(Cl)Cl. The product is [N+:1]([C:4]1[CH:5]=[C:6]2[C:11](=[CH:12][CH:13]=1)[N:10]=[C:9]([OH:14])[CH:8]=[CH:7]2)([O-:3])=[O:2]. The yield is 0.790.